Dataset: Full USPTO retrosynthesis dataset with 1.9M reactions from patents (1976-2016). Task: Predict the reactants needed to synthesize the given product. (1) Given the product [N:17]1([CH2:22][CH2:23][NH:24][C:25]([C:27]2[C:31]([CH3:32])=[C:30]([CH:33]=[C:11]3[C:10]4[C:14](=[CH:15][C:7]([C:3]5[CH:2]=[N:1][CH:6]=[CH:5][CH:4]=5)=[CH:8][CH:9]=4)[NH:13][C:12]3=[O:16])[NH:29][C:28]=2[CH3:35])=[O:26])[CH2:21][CH2:20][CH2:19][CH2:18]1, predict the reactants needed to synthesize it. The reactants are: [N:1]1[CH:6]=[CH:5][CH:4]=[C:3]([C:7]2[CH:15]=[C:14]3[C:10]([CH2:11][C:12](=[O:16])[NH:13]3)=[CH:9][CH:8]=2)[CH:2]=1.[N:17]1([CH2:22][CH2:23][NH:24][C:25]([C:27]2[C:31]([CH3:32])=[C:30]([CH:33]=O)[NH:29][C:28]=2[CH3:35])=[O:26])[CH2:21][CH2:20][CH2:19][CH2:18]1. (2) Given the product [Br:10][C:1]1[NH:2][CH:3]=[C:4]2[C:8](=[O:9])[CH2:7][CH2:6][C:5]=12, predict the reactants needed to synthesize it. The reactants are: [CH:1]1[NH:2][CH:3]=[C:4]2[C:8](=[O:9])[CH2:7][CH2:6][C:5]=12.[Br:10]N1C(=O)CCC1=O. (3) Given the product [NH2:1][C:2]1[C:3]([C:14]([O:16][CH3:17])=[O:15])=[N:4][C:5]([CH:8]2[CH2:9][CH2:10][N:11]([C:18](=[O:21])[CH2:19][CH3:20])[CH2:12][CH2:13]2)=[CH:6][N:7]=1, predict the reactants needed to synthesize it. The reactants are: [NH2:1][C:2]1[C:3]([C:14]([O:16][CH3:17])=[O:15])=[N:4][C:5]([CH:8]2[CH2:13][CH2:12][NH:11][CH2:10][CH2:9]2)=[CH:6][N:7]=1.[C:18](Cl)(=[O:21])[CH2:19][CH3:20]. (4) Given the product [CH3:1][C:2]1[CH:3]=[C:4]([C:8]2[N:9]=[C:10]3[CH:15]=[CH:14][CH:13]=[N:12][N:11]3[C:16]=2[C:17]2[CH:22]=[CH:21][N:20]=[C:19]([NH:23][S:24]([C:27]3[CH:32]=[CH:31][CH:30]=[CH:29][CH:28]=3)(=[O:25])=[O:26])[CH:18]=2)[CH:5]=[CH:6][CH:7]=1, predict the reactants needed to synthesize it. The reactants are: [CH3:1][C:2]1[CH:3]=[C:4]([C:8]2[N:9]=[C:10]3[CH:15]=[CH:14][CH:13]=[N:12][N:11]3[C:16]=2[C:17]2[CH:22]=[CH:21][N:20]=[C:19]([N:23](S(C3C=CC=CC=3)(=O)=O)[S:24]([C:27]3[CH:32]=[CH:31][CH:30]=[CH:29][CH:28]=3)(=[O:26])=[O:25])[CH:18]=2)[CH:5]=[CH:6][CH:7]=1.